Dataset: Forward reaction prediction with 1.9M reactions from USPTO patents (1976-2016). Task: Predict the product of the given reaction. (1) Given the reactants [CH3:1][C:2]1[CH:3]=[C:4]([CH:8]=[CH:9][C:10]=1[C:11]([N:13]1[CH2:17][CH2:16][CH2:15][CH2:14]1)=[O:12])[C:5]([OH:7])=O.CN(C(ON1N=NC2C=CC=CC1=2)=[N+](C)C)C.[B-](F)(F)(F)F.C(N(C(C)C)CC)(C)C.[Cl:49][C:50]1[CH:63]=[CH:62][C:53]2[NH:54][C:55]([C@@H:57]([NH2:61])[CH2:58][CH2:59][OH:60])=[N:56][C:52]=2[CH:51]=1.ClCl, predict the reaction product. The product is: [Cl:49][C:50]1[CH:63]=[CH:62][C:53]2[NH:54][C:55]([C@@H:57]([NH:61][C:5](=[O:7])[C:4]3[CH:8]=[CH:9][C:10]([C:11]([N:13]4[CH2:17][CH2:16][CH2:15][CH2:14]4)=[O:12])=[C:2]([CH3:1])[CH:3]=3)[CH2:58][CH2:59][OH:60])=[N:56][C:52]=2[CH:51]=1. (2) Given the reactants C[Si]([N-][Si](C)(C)C)(C)C.[Li+].[N:11]1([C:22]([O:24][CH2:25][C:26]2[CH:31]=[CH:30][CH:29]=[CH:28][CH:27]=2)=[O:23])[CH2:16][CH2:15][CH2:14][CH:13]([C:17]([O:19][CH2:20][CH3:21])=[O:18])[CH2:12]1.[CH3:32]I.[Cl-].[NH4+], predict the reaction product. The product is: [CH3:32][C:13]1([C:17]([O:19][CH2:20][CH3:21])=[O:18])[CH2:14][CH2:15][CH2:16][N:11]([C:22]([O:24][CH2:25][C:26]2[CH:31]=[CH:30][CH:29]=[CH:28][CH:27]=2)=[O:23])[CH2:12]1. (3) Given the reactants CON(C)[C:4]([C:6]1[N:7]=[CH:8][N:9]([C:11]2[CH:12]=[C:13]([C:17]3[CH:22]=[CH:21][CH:20]=[CH:19][C:18]=3[O:23][CH3:24])[CH:14]=[CH:15][CH:16]=2)[CH:10]=1)=[O:5].Br[C:27]1[CH:32]=[CH:31][C:30]([O:33][CH3:34])=[CH:29][CH:28]=1, predict the reaction product. The product is: [CH3:34][O:33][C:30]1[CH:31]=[CH:32][C:27]([C:4]([C:6]2[N:7]=[CH:8][N:9]([C:11]3[CH:12]=[C:13]([C:17]4[CH:22]=[CH:21][CH:20]=[CH:19][C:18]=4[O:23][CH3:24])[CH:14]=[CH:15][CH:16]=3)[CH:10]=2)=[O:5])=[CH:28][CH:29]=1. (4) Given the reactants Br[C:2]1[C:3]([CH3:18])=[N:4][O:5][C:6]=1[C:7]1([NH:10][C:11](=[O:17])[O:12][C:13]([CH3:16])([CH3:15])[CH3:14])[CH2:9][CH2:8]1.[CH3:19][C:20]1([CH3:27])[C:24]([CH3:26])([CH3:25])[O:23][BH:22][O:21]1.C(N(CC)CC)C, predict the reaction product. The product is: [CH3:18][C:3]1[C:2]([B:22]2[O:23][C:24]([CH3:26])([CH3:25])[C:20]([CH3:27])([CH3:19])[O:21]2)=[C:6]([C:7]2([NH:10][C:11](=[O:17])[O:12][C:13]([CH3:16])([CH3:15])[CH3:14])[CH2:9][CH2:8]2)[O:5][N:4]=1. (5) Given the reactants [C:1]([O:9][CH2:10][CH2:11][O:12][CH2:13][CH2:14][N:15]1[C:23]2[C:22]([Cl:24])=[N:21][CH:20]=[N:19][C:18]=2[CH:17]=[CH:16]1)(=[O:8])[C:2]1[CH:7]=[CH:6][CH:5]=[CH:4][CH:3]=1.[NH2:25][C:26]1[CH:54]=[CH:53][C:29]([O:30][C:31]2[CH:32]=[C:33]([CH:50]=[CH:51][CH:52]=2)[C:34]([O:36]C(C2C=CC=CC=2)C2C=CC=CC=2)=[O:35])=[C:28]([Cl:55])[CH:27]=1.C(=O)([O-])O.[Na+], predict the reaction product. The product is: [ClH:24].[C:1]([O:9][CH2:10][CH2:11][O:12][CH2:13][CH2:14][N:15]1[C:23]2[C:22]([NH:25][C:26]3[CH:54]=[CH:53][C:29]([O:30][C:31]4[CH:32]=[C:33]([CH:50]=[CH:51][CH:52]=4)[C:34]([OH:36])=[O:35])=[C:28]([Cl:55])[CH:27]=3)=[N:21][CH:20]=[N:19][C:18]=2[CH:17]=[CH:16]1)(=[O:8])[C:2]1[CH:7]=[CH:6][CH:5]=[CH:4][CH:3]=1. (6) Given the reactants C([O:3][C:4]([C:6]1[C:14]2[C:13]([OH:15])=[N:12][CH:11]=[N:10][C:9]=2[O:8][C:7]=1[C:16]1[CH:21]=[CH:20][C:19]([N+:22]([O-:24])=[O:23])=[CH:18][CH:17]=1)=[O:5])C.[OH-].[Na+:26], predict the reaction product. The product is: [OH:15][C:13]1[C:14]2[C:6]([C:4]([O-:5])=[O:3])=[C:7]([C:16]3[CH:17]=[CH:18][C:19]([N+:22]([O-:24])=[O:23])=[CH:20][CH:21]=3)[O:8][C:9]=2[N:10]=[CH:11][N:12]=1.[Na+:26]. (7) Given the reactants C([Si](C1C=CC=CC=1)(C1C=CC=CC=1)[O:6][C:7]1[CH:45]=[CH:44][C:10]([O:11][CH2:12][C@@H:13]([OH:43])[CH2:14][NH:15][CH2:16][CH2:17][C:18]2[CH:42]=[CH:41][C:21]([NH:22][CH:23]3[CH2:28][CH2:27][N:26]([C:29]([NH:31][CH2:32][C:33]4[CH:38]=[C:37]([F:39])[CH:36]=[CH:35][C:34]=4[F:40])=[O:30])[CH2:25][CH2:24]3)=[CH:20][CH:19]=2)=[CH:9][CH:8]=1)(C)(C)C, predict the reaction product. The product is: [F:40][C:34]1[CH:35]=[CH:36][C:37]([F:39])=[CH:38][C:33]=1[CH2:32][NH:31][C:29]([N:26]1[CH2:27][CH2:28][CH:23]([NH:22][C:21]2[CH:41]=[CH:42][C:18]([CH2:17][CH2:16][NH:15][CH2:14][C@H:13]([OH:43])[CH2:12][O:11][C:10]3[CH:9]=[CH:8][C:7]([OH:6])=[CH:45][CH:44]=3)=[CH:19][CH:20]=2)[CH2:24][CH2:25]1)=[O:30]. (8) The product is: [CH3:9][C:6]1([C:4](=[O:5])[CH2:13][CH:12]=[CH2:11])[CH2:8][CH2:7]1. Given the reactants CON(C)[C:4]([C:6]1([CH3:9])[CH2:8][CH2:7]1)=[O:5].[CH2:11]([Mg]Br)[CH:12]=[CH2:13], predict the reaction product.